From a dataset of Forward reaction prediction with 1.9M reactions from USPTO patents (1976-2016). Predict the product of the given reaction. The product is: [CH2:18]([NH:20][C:14]([C@H:11]1[CH2:12][CH2:13][C@@H:9]([N:8]([CH3:17])[C:6](=[O:7])[O:5][C:1]([CH3:2])([CH3:3])[CH3:4])[CH2:10]1)=[O:16])[CH3:19]. Given the reactants [C:1]([O:5][C:6]([N:8]([CH3:17])[C@@H:9]1[CH2:13][CH2:12][C@H:11]([C:14]([OH:16])=O)[CH2:10]1)=[O:7])([CH3:4])([CH3:3])[CH3:2].[CH2:18]([NH2:20])[CH3:19].Cl.CN(C)CCCN=C=NCC.O.ON1C2C=CC=CC=2N=N1.CN1CCOCC1, predict the reaction product.